Dataset: Full USPTO retrosynthesis dataset with 1.9M reactions from patents (1976-2016). Task: Predict the reactants needed to synthesize the given product. (1) The reactants are: Br[C:2]1[C:3]([NH:16][CH:17]2[CH2:22][CH2:21][N:20]([CH2:23][C:24]3[CH:29]=[CH:28][CH:27]=[CH:26][CH:25]=3)[CH2:19][CH2:18]2)=[N:4][C:5]([NH:8][CH2:9][C:10]2[CH:15]=[CH:14][N:13]=[CH:12][CH:11]=2)=[N:6][CH:7]=1.[CH3:30][O:31][C:32]1[CH:37]=[CH:36][C:35](B(O)O)=[CH:34][CH:33]=1.C(N1CCC(NC2C(C3C=CSC=3)=CN=C(NCC3C=CC=CN=3)N=2)CC1)C1C=CC=CC=1. Given the product [CH3:30][O:31][C:32]1[CH:37]=[CH:36][C:35]([C:2]2[C:3]([NH:16][CH:17]3[CH2:22][CH2:21][N:20]([CH2:23][C:24]4[CH:29]=[CH:28][CH:27]=[CH:26][CH:25]=4)[CH2:19][CH2:18]3)=[N:4][C:5]([NH:8][CH2:9][C:10]3[CH:15]=[CH:14][N:13]=[CH:12][CH:11]=3)=[N:6][CH:7]=2)=[CH:34][CH:33]=1, predict the reactants needed to synthesize it. (2) Given the product [CH3:28][C:12]1[CH:11]=[C:10]([S:7]([NH:6][C:29]2[CH:34]=[CH:33][N:32]=[CH:31][N:30]=2)(=[O:8])=[O:9])[CH:15]=[CH:14][C:13]=1[O:16][C@H:17]1[CH2:21][CH2:20][CH2:19][C@@H:18]1[C:22]1[N:26]([CH3:27])[N:25]=[CH:24][CH:23]=1, predict the reactants needed to synthesize it. The reactants are: COC1C=C(OC)C=CC=1C[N:6]([C:29]1[CH:34]=[CH:33][N:32]=[CH:31][N:30]=1)[S:7]([C:10]1[CH:15]=[CH:14][C:13]([O:16][C@H:17]2[CH2:21][CH2:20][CH2:19][C@@H:18]2[C:22]2[N:26]([CH3:27])[N:25]=[CH:24][CH:23]=2)=[C:12]([CH3:28])[CH:11]=1)(=[O:9])=[O:8].C([SiH](CC)CC)C.FC(F)(F)C(O)=O. (3) Given the product [Br:10][C:9]1[C:2]([NH:1][C:13]2[CH2:17][N:16]([CH2:18][CH2:19][CH3:20])[C:15](=[O:21])[CH:14]=2)=[C:3]([CH:6]=[CH:7][CH:8]=1)[C:4]#[N:5], predict the reactants needed to synthesize it. The reactants are: [NH2:1][C:2]1[C:9]([Br:10])=[CH:8][CH:7]=[CH:6][C:3]=1[C:4]#[N:5].CO[C:13]1[CH2:17][N:16]([CH2:18][CH2:19][CH3:20])[C:15](=[O:21])[CH:14]=1. (4) Given the product [CH3:3][S@@:4](=[N:6][C:14]1[N:19]=[CH:18][C:17]([C:20]#[N:21])=[CH:16][CH:15]=1)(=[O:5])[C:7]1[CH:12]=[CH:11][CH:10]=[CH:9][CH:8]=1, predict the reactants needed to synthesize it. The reactants are: [H-].[Na+].[CH3:3][S@@:4]([C:7]1[CH:12]=[CH:11][CH:10]=[CH:9][CH:8]=1)(=[NH:6])=[O:5].Cl[C:14]1[N:19]=[CH:18][C:17]([C:20]#[N:21])=[CH:16][CH:15]=1. (5) The reactants are: [CH3:1][C:2]([OH:6])([CH2:4][CH3:5])[CH3:3].[C:7](OC(=O)C)(=[O:9])[CH3:8]. Given the product [C:7]([O:6][C:2]([CH2:4][CH3:5])([CH3:3])[CH3:1])(=[O:9])[CH3:8], predict the reactants needed to synthesize it. (6) Given the product [Cl:25][C:26]1[CH:27]=[C:28]([NH:32][C:33]([N:15]2[CH2:16][CH2:17][N:12]([C:10]3[S:9][N:8]=[C:7]([C:1]4[CH:2]=[CH:3][CH:4]=[CH:5][CH:6]=4)[N:11]=3)[CH2:13][CH2:14]2)=[O:34])[CH:29]=[CH:30][CH:31]=1, predict the reactants needed to synthesize it. The reactants are: [C:1]1([C:7]2[N:11]=[C:10]([N:12]3[CH2:17][CH2:16][NH:15][CH2:14][CH2:13]3)[S:9][N:8]=2)[CH:6]=[CH:5][CH:4]=[CH:3][CH:2]=1.C(N(CC)CC)C.[Cl:25][C:26]1[CH:27]=[C:28]([N:32]=[C:33]=[O:34])[CH:29]=[CH:30][CH:31]=1. (7) Given the product [F:34][C:30]1[C:31]([F:33])=[CH:32][C:27]([C:24]2[CH:23]=[CH:22][C:21]([O:20][CH2:19][C:16]3[CH:17]=[CH:18][C:13]4[O:12][N:11]=[C:10]([O:9][CH2:8][CH2:7][C:6]([OH:37])=[O:5])[C:14]=4[CH:15]=3)=[CH:26][CH:25]=2)=[C:28]([O:35][CH3:36])[CH:29]=1, predict the reactants needed to synthesize it. The reactants are: C([O:5][C:6](=[O:37])[CH2:7][CH2:8][O:9][C:10]1[C:14]2[CH:15]=[C:16]([CH2:19][O:20][C:21]3[CH:26]=[CH:25][C:24]([C:27]4[CH:32]=[C:31]([F:33])[C:30]([F:34])=[CH:29][C:28]=4[O:35][CH3:36])=[CH:23][CH:22]=3)[CH:17]=[CH:18][C:13]=2[O:12][N:11]=1)(C)(C)C.C(O)(C(F)(F)F)=O.C(Cl)Cl. (8) The reactants are: CO[C:3](=O)[NH:4][C:5]1[CH:24]=[CH:23][C:8]2[N:9]([CH2:16][CH:17]3[CH2:22][CH2:21][CH2:20][CH2:19][CH2:18]3)[C:10]([C:12]([CH3:15])([CH3:14])[CH3:13])=[N:11][C:7]=2[CH:6]=1.Cl.CCOCC.[H-].[H-].[H-].[H-].[Li+].[Al+3]. Given the product [C:12]([C:10]1[N:9]([CH2:16][CH:17]2[CH2:22][CH2:21][CH2:20][CH2:19][CH2:18]2)[C:8]2[CH:23]=[CH:24][C:5]([NH:4][CH3:3])=[CH:6][C:7]=2[N:11]=1)([CH3:15])([CH3:13])[CH3:14], predict the reactants needed to synthesize it. (9) Given the product [CH3:57][C:54]1([CH3:58])[C:53]2[CH:52]=[CH:51][CH:50]=[CH:49][C:48]=2[C:47]2[C:55]1=[CH:56][C:44]([N:43]([C:33]1[CH:32]=[C:31]3[C:36]([C:37]4[CH:38]=[CH:39][CH:40]=[CH:41][C:42]=4[C:30]3([CH3:59])[CH3:29])=[CH:35][CH:34]=1)[C:2]1[CH:3]=[C:4]3[C:12]([C:11]4[CH:6]=[CH:7][C:8]([CH:15]=[O:16])=[CH:9][C:10]=4[C:5]43[C:17]3[CH:18]=[CH:19][CH:20]=[CH:21][C:22]=3[C:23]3[C:28]4=[CH:27][CH:26]=[CH:25][CH:24]=3)=[CH:13][CH:14]=1)=[CH:45][CH:46]=2, predict the reactants needed to synthesize it. The reactants are: Br[C:2]1[CH:14]=[CH:13][C:12]2[C:11]3[C:6](=[CH:7][C:8]([CH:15]=[O:16])=[CH:9][CH:10]=3)[C:5]3([C:28]4[CH:27]=[CH:26][CH:25]=[CH:24][C:23]=4[C:22]4[C:17]3=[CH:18][CH:19]=[CH:20][CH:21]=4)[C:4]=2[CH:3]=1.[CH3:29][C:30]1([CH3:59])[C:42]2[CH:41]=[CH:40][CH:39]=[CH:38][C:37]=2[C:36]2[C:31]1=[CH:32][C:33]([NH:43][C:44]1[CH:56]=[C:55]3[C:47]([C:48]4[CH:49]=[CH:50][CH:51]=[CH:52][C:53]=4[C:54]3([CH3:58])[CH3:57])=[CH:46][CH:45]=1)=[CH:34][CH:35]=2.C(P)(C)(C)C.C(=O)([O-])[O-].[Cs+].[Cs+].[Cl-].[NH4+]. (10) Given the product [C:10]([Si:7]([CH3:9])([CH3:8])[O:3][CH2:2][CH2:1][OH:4])([CH3:13])([CH3:12])[CH3:11], predict the reactants needed to synthesize it. The reactants are: [CH2:1]([OH:4])[CH2:2][OH:3].[H-].[Na+].[Si:7](Cl)([C:10]([CH3:13])([CH3:12])[CH3:11])([CH3:9])[CH3:8].C([O-])([O-])=O.[Na+].[Na+].